From a dataset of Forward reaction prediction with 1.9M reactions from USPTO patents (1976-2016). Predict the product of the given reaction. (1) Given the reactants [CH3:1][N:2]([CH:10]1[CH2:15][CH2:14][N:13]([CH3:16])[CH2:12][CH2:11]1)[C:3]1[CH:8]=[CH:7][CH:6]=[C:5]([NH2:9])[N:4]=1.[F:17][C:18]1[CH:26]=[C:25]([F:27])[CH:24]=[C:23]([F:28])[C:19]=1[C:20]([Cl:22])=[O:21], predict the reaction product. The product is: [ClH:22].[F:17][C:18]1[CH:26]=[C:25]([F:27])[CH:24]=[C:23]([F:28])[C:19]=1[C:20]([NH:9][C:5]1[CH:6]=[CH:7][CH:8]=[C:3]([N:2]([CH3:1])[CH:10]2[CH2:15][CH2:14][N:13]([CH3:16])[CH2:12][CH2:11]2)[N:4]=1)=[O:21]. (2) Given the reactants [S:1]1[C:5]2[CH:6]=[CH:7][CH:8]=[CH:9][C:4]=2[N:3]=[C:2]1[N:10]1[C:14](=[O:15])[CH:13]=[C:12]([C:16]2[S:17][CH:18]=[CH:19][C:20]=2[Br:21])[NH:11]1.CO[CH:24](OC)[N:25]([CH3:27])[CH3:26], predict the reaction product. The product is: [S:1]1[C:5]2[CH:6]=[CH:7][CH:8]=[CH:9][C:4]=2[N:3]=[C:2]1[N:10]1[C:14](=[O:15])[C:13](=[CH:24][N:25]([CH3:27])[CH3:26])[C:12]([C:16]2[S:17][CH:18]=[CH:19][C:20]=2[Br:21])=[N:11]1. (3) Given the reactants [CH2:1]([O:3][C:4](=[O:38])[CH:5]([O:36][CH3:37])[CH:6](O)[C:7]1[C:16]2[C:11](=[CH:12][CH:13]=[CH:14][CH:15]=2)[C:10]([O:17][CH2:18][CH2:19][CH2:20][C:21]2[N:22]=[C:23]([C:27]3[CH:32]=[CH:31][C:30]([O:33][CH3:34])=[CH:29][CH:28]=3)[O:24][C:25]=2[CH3:26])=[CH:9][CH:8]=1)[CH3:2].C([SiH](CC)CC)C, predict the reaction product. The product is: [CH2:1]([O:3][C:4](=[O:38])[CH:5]([O:36][CH3:37])[CH2:6][C:7]1[C:16]2[C:11](=[CH:12][CH:13]=[CH:14][CH:15]=2)[C:10]([O:17][CH2:18][CH2:19][CH2:20][C:21]2[N:22]=[C:23]([C:27]3[CH:28]=[CH:29][C:30]([O:33][CH3:34])=[CH:31][CH:32]=3)[O:24][C:25]=2[CH3:26])=[CH:9][CH:8]=1)[CH3:2].